This data is from Catalyst prediction with 721,799 reactions and 888 catalyst types from USPTO. The task is: Predict which catalyst facilitates the given reaction. (1) Reactant: [C:9](O[C:9]([O:11][C:12]([CH3:15])([CH3:14])[CH3:13])=[O:10])([O:11][C:12]([CH3:15])([CH3:14])[CH3:13])=[O:10].[CH2:16]([NH:23][S:24]([CH2:27][CH2:28][CH2:29][Cl:30])(=[O:26])=[O:25])[C:17]1[CH:22]=[CH:21][CH:20]=[CH:19][CH:18]=1. Product: [CH2:16]([N:23]([S:24]([CH2:27][CH2:28][CH2:29][Cl:30])(=[O:26])=[O:25])[C:9](=[O:10])[O:11][C:12]([CH3:13])([CH3:14])[CH3:15])[C:17]1[CH:18]=[CH:19][CH:20]=[CH:21][CH:22]=1. The catalyst class is: 251. (2) Reactant: [F-].C([N+](CCCC)(CCCC)CCCC)CCC.[Si]([O:26][C@H:27]([CH2:40][CH2:41][CH2:42][CH2:43][CH2:44][CH3:45])[C@@H:28]([N:30]1[CH:38]=[N:37][C:36]2[C:31]1=[N:32][CH:33]=[N:34][C:35]=2[NH2:39])[CH3:29])(C(C)(C)C)(C)C.ClCCl.CO. Product: [NH2:39][C:35]1[N:34]=[CH:33][N:32]=[C:31]2[C:36]=1[N:37]=[CH:38][N:30]2[C@H:28]([C@H:27]([OH:26])[CH2:40][CH2:41][CH2:42][CH2:43][CH2:44][CH3:45])[CH3:29]. The catalyst class is: 54. (3) Reactant: [Cl:1][C:2]1[C:3]2[NH:10][CH:9]=[CH:8][C:4]=2[N:5]=[CH:6][N:7]=1.Cl[CH2:12][C:13]#[C:14][CH2:15][NH:16][C:17](=[O:23])[O:18][C:19]([CH3:22])([CH3:21])[CH3:20].C(=O)([O-])[O-].[Cs+].[Cs+].CN(C)C=O. Product: [C:19]([O:18][C:17](=[O:23])[NH:16][CH2:15][C:14]#[C:13][CH2:12][N:10]1[C:3]2[C:2]([Cl:1])=[N:7][CH:6]=[N:5][C:4]=2[CH:8]=[CH:9]1)([CH3:22])([CH3:21])[CH3:20]. The catalyst class is: 6. (4) Reactant: [CH3:1][C:2]([OH:10])([CH2:5][CH2:6][CH:7](C)C)[C:3]#[CH:4].CN(C=O)C.[CH3:16]CN(CC)CC.FC(F)(F)S(O[Si:29]([C:32]([CH3:35])([CH3:34])[CH3:33])([CH3:31])[CH3:30])(=O)=O. Product: [C:32]([Si:29]([O:10][C:2]([CH2:5][CH:6]([CH3:7])[CH3:16])([CH3:1])[C:3]#[CH:4])([CH3:31])[CH3:30])([CH3:35])([CH3:34])[CH3:33]. The catalyst class is: 25. (5) Reactant: [CH3:1][C:2]1[CH:3]=[C:4]([CH2:8][NH:9][CH:10]2[CH2:15][CH2:14][N:13]([C:16]([O:18][C:19]([CH3:22])([CH3:21])[CH3:20])=[O:17])[CH2:12][CH2:11]2)[CH:5]=[CH:6][CH:7]=1.C(N(C(C)C)CC)(C)C.[CH3:32][O:33][C:34]1[CH:39]=[CH:38][C:37]([CH2:40][C:41](Cl)=[O:42])=[CH:36][CH:35]=1.O. Product: [CH3:1][C:2]1[CH:3]=[C:4]([CH2:8][N:9]([CH:10]2[CH2:15][CH2:14][N:13]([C:16]([O:18][C:19]([CH3:22])([CH3:21])[CH3:20])=[O:17])[CH2:12][CH2:11]2)[C:41](=[O:42])[CH2:40][C:37]2[CH:38]=[CH:39][C:34]([O:33][CH3:32])=[CH:35][CH:36]=2)[CH:5]=[CH:6][CH:7]=1. The catalyst class is: 4. (6) Reactant: Cl.[NH2:2][CH2:3][C:4]1[CH:5]=[CH:6][C:7]([F:29])=[C:8]([N:10]2[C:15]([CH3:16])=[CH:14][C:13]([O:17][CH2:18][C:19]3[CH:24]=[CH:23][C:22]([F:25])=[CH:21][C:20]=3[F:26])=[C:12]([Cl:27])[C:11]2=[O:28])[CH:9]=1.[C:30](Cl)(=[O:33])[CH2:31][CH3:32].C(N(CC)CC)C.[NH4+].[Cl-]. Product: [Cl:27][C:12]1[C:11](=[O:28])[N:10]([C:8]2[CH:9]=[C:4]([CH:5]=[CH:6][C:7]=2[F:29])[CH2:3][NH:2][C:30](=[O:33])[CH2:31][CH3:32])[C:15]([CH3:16])=[CH:14][C:13]=1[O:17][CH2:18][C:19]1[CH:24]=[CH:23][C:22]([F:25])=[CH:21][C:20]=1[F:26]. The catalyst class is: 7.